This data is from Reaction yield outcomes from USPTO patents with 853,638 reactions. The task is: Predict the reaction yield, written as a fraction of the theoretical maximum amount of product (1.0 means a 100% yield; for example, 0.34 means a 34% yield). (1) The reactants are [CH2:1]([O:3][C:4](=[O:17])/[CH:5]=[CH:6]/[C:7]1[CH:16]=[CH:15][C:10]2[O:11][CH2:12][CH2:13][O:14][C:9]=2[CH:8]=1)[CH3:2].[Br-].[CH2:19]([S+]1CCCC1)[C:20]1[CH:25]=[CH:24][CH:23]=[CH:22][CH:21]=1. No catalyst specified. The product is [CH2:1]([O:3][C:4]([C@@H:5]1[C@H:19]([C:20]2[CH:25]=[CH:24][CH:23]=[CH:22][CH:21]=2)[C@H:6]1[C:7]1[CH:16]=[CH:15][C:10]2[O:11][CH2:12][CH2:13][O:14][C:9]=2[CH:8]=1)=[O:17])[CH3:2]. The yield is 0.180. (2) The reactants are [F:1][C:2]1[CH:22]=[CH:21][CH:20]=[CH:19][C:3]=1[CH2:4][O:5][C:6]1[CH:18]=[CH:17][C:9]([CH:10]=[N:11][C@H:12]([CH3:16])[C:13]([NH2:15])=[O:14])=[CH:8][CH:7]=1.[BH4-].[Na+]. The catalyst is CO. The product is [F:1][C:2]1[CH:22]=[CH:21][CH:20]=[CH:19][C:3]=1[CH2:4][O:5][C:6]1[CH:7]=[CH:8][C:9]([CH2:10][NH:11][C@H:12]([CH3:16])[C:13]([NH2:15])=[O:14])=[CH:17][CH:18]=1. The yield is 0.940. (3) The reactants are [NH2:1][C:2]1[CH:9]=[C:8]([NH2:10])[CH:7]=[CH:6][C:3]=1[CH:4]=[O:5].C(=O)=O.CC(C)=O.[F:18][C:19]([F:36])([F:35])[C:20]1[CH:25]=[CH:24][C:23]([C:26]2[C:27]([C:32](Cl)=[O:33])=[CH:28][CH:29]=[CH:30][CH:31]=2)=[CH:22][CH:21]=1.O=[Si]=O.C(NCC)C.C. The catalyst is C1COCC1.C(Cl)Cl. The product is [NH2:1][C:2]1[CH:9]=[C:8]([NH:10][C:32]([C:27]2[C:26]([C:23]3[CH:24]=[CH:25][C:20]([C:19]([F:18])([F:35])[F:36])=[CH:21][CH:22]=3)=[CH:31][CH:30]=[CH:29][CH:28]=2)=[O:33])[CH:7]=[CH:6][C:3]=1[CH:4]=[O:5]. The yield is 0.300. (4) The reactants are [N+:1]([C:4]1[CH:12]=[C:11]2[C:7]([C:8]([C:13]#[N:14])=[CH:9][NH:10]2)=[CH:6][CH:5]=1)([O-])=O. The catalyst is CCO.[Pd]. The product is [NH2:1][C:4]1[CH:12]=[C:11]2[C:7]([C:8]([C:13]#[N:14])=[CH:9][NH:10]2)=[CH:6][CH:5]=1. The yield is 0.980. (5) The reactants are [H-].[Na+].[Cl:3][C:4]1[C:13]2[C:12](=[O:14])[O:11][C:10](=[O:15])[NH:9][C:8]=2[CH:7]=[CH:6][C:5]=1[F:16].[CH3:17]I. The catalyst is CN(C=O)C. The product is [Cl:3][C:4]1[C:13]2[C:12](=[O:14])[O:11][C:10](=[O:15])[N:9]([CH3:17])[C:8]=2[CH:7]=[CH:6][C:5]=1[F:16]. The yield is 0.390. (6) The reactants are CS(Cl)(=O)=O.O[CH:7]([CH2:16][CH2:17][CH2:18][CH2:19][CH2:20][CH2:21][CH2:22][CH2:23][CH2:24][CH2:25][CH2:26][CH3:27])[CH2:8][CH2:9][CH2:10][CH2:11][C:12]([O:14][CH3:15])=[O:13].C(N(CC)CC)C.[NH:35]1[CH:39]=[CH:38][N:37]=[CH:36]1. The catalyst is ClCCl. The product is [N:35]1([CH:7]([CH2:16][CH2:17][CH2:18][CH2:19][CH2:20][CH2:21][CH2:22][CH2:23][CH2:24][CH2:25][CH2:26][CH3:27])[CH2:8][CH2:9][CH2:10][CH2:11][C:12]([O:14][CH3:15])=[O:13])[CH:39]=[CH:38][N:37]=[CH:36]1. The yield is 0.337. (7) The reactants are [CH2:1]([O:3][C:4](=[O:19])[C@@H:5]([NH:7][C:8](=[O:18])[C@@H:9]([NH2:17])[CH2:10][C:11]1[CH:16]=[CH:15][CH:14]=[CH:13][CH:12]=1)[CH3:6])[CH3:2].CCN(C(C)C)C(C)C.[C:29](Cl)(=[O:36])[C:30]1[CH:35]=[CH:34][CH:33]=[CH:32][CH:31]=1. The catalyst is C(Cl)Cl.C(Cl)(Cl)Cl. The product is [CH2:1]([O:3][C:4](=[O:19])[C@@H:5]([NH:7][C:8](=[O:18])[C@@H:9]([NH:17][C:29](=[O:36])[C:30]1[CH:35]=[CH:34][CH:33]=[CH:32][CH:31]=1)[CH2:10][C:11]1[CH:12]=[CH:13][CH:14]=[CH:15][CH:16]=1)[CH3:6])[CH3:2]. The yield is 0.470. (8) The reactants are [F:1][CH:2]1[CH2:18][CH2:17][C@H:16]([NH:19][C:20](=O)[O:21]C(C)(C)C)[C:15]2[CH:27]=[C:11]([CH:12]=[C:13]([F:28])[CH:14]=2)[C:10]2[N:9]([CH3:29])[N:8]=[CH:7][C:6]=2[NH:5][C:4](=[O:30])[C@@H:3]1[CH3:31].Cl.O1CCOCC1.[Cl:39][C:40]1[CH:41]=[CH:42][C:43]([N:53]2[CH:57]=[C:56]([Cl:58])[N:55]=[N:54]2)=[C:44]([C:46]2[N:51]=[CH:50]N=C(O)[CH:47]=2)[CH:45]=1.CN(C(ON1N=NC2C=CC=NC1=2)=[N+](C)C)C.F[P-](F)(F)(F)(F)F.C1CCN2C(=NCCC2)CC1. The catalyst is C(#N)C.CN(C=O)C.CO. The product is [Cl:39][C:40]1[CH:41]=[CH:42][C:43]([N:53]2[CH:57]=[C:56]([Cl:58])[N:55]=[N:54]2)=[C:44]([C:46]2[N:51]=[CH:50][N:19]([C@@H:16]3[C:15]4[CH:27]=[C:11]([CH:12]=[C:13]([F:28])[CH:14]=4)[C:10]4[N:9]([CH3:29])[N:8]=[CH:7][C:6]=4[NH:5][C:4](=[O:30])[C@H:3]([CH3:31])[CH:2]([F:1])[CH2:18][CH2:17]3)[C:20](=[O:21])[CH:47]=2)[CH:45]=1. The yield is 0.375. (9) The catalyst is C(Cl)Cl. The yield is 0.950. The reactants are [F:1][C:2]1[CH:3]=[CH:4][C:5]([O:10][CH3:11])=[C:6]([CH:9]=1)[CH:7]=O.[C:12]([CH:17]=P(C1C=CC=CC=1)(C1C=CC=CC=1)C1C=CC=CC=1)([O:14][CH2:15][CH3:16])=[O:13]. The product is [CH2:15]([O:14][C:12](=[O:13])[CH:17]=[CH:7][C:6]1[CH:9]=[C:2]([F:1])[CH:3]=[CH:4][C:5]=1[O:10][CH3:11])[CH3:16]. (10) The catalyst is CN(C)C=O. The yield is 0.320. The product is [NH2:14][C:13]1[CH:12]=[C:11]([CH2:1][CH2:2][CH2:3][C:4]2[CH:5]=[C:6]([NH:7][C:27]3[C:28]([Cl:32])=[CH:29][N:30]=[C:25]([Cl:24])[N:26]=3)[CH:8]=[CH:9][CH:10]=2)[CH:17]=[CH:16][CH:15]=1. The reactants are [CH2:1]([C:11]1[CH:12]=[C:13]([CH:15]=[CH:16][CH:17]=1)[NH2:14])[CH2:2][CH2:3][C:4]1[CH:5]=[C:6]([CH:8]=[CH:9][CH:10]=1)[NH2:7].C(=O)([O-])[O-].[K+].[K+].[Cl:24][C:25]1[N:30]=[C:29](Cl)[C:28]([Cl:32])=[CH:27][N:26]=1.